From a dataset of Catalyst prediction with 721,799 reactions and 888 catalyst types from USPTO. Predict which catalyst facilitates the given reaction. (1) Reactant: [CH:1]1([CH2:7][N:8]2[C:12]([C:13]3[N:21]4[C:16]([CH:17]=[CH:18][CH:19]=[CH:20]4)=[C:15]([S:22]([N:25]4[CH2:30][CH2:29][CH2:28][CH2:27][CH2:26]4)(=[O:24])=[O:23])[CH:14]=3)=[CH:11][C:10]([C:31]([OH:33])=O)=[C:9]2[CH3:34])[CH2:6][CH2:5][CH2:4][CH2:3][CH2:2]1.[CH3:35][C:36]1([CH2:40][NH2:41])[CH2:39][O:38][CH2:37]1.CN(C(ON1N=NC2C=CC=NC1=2)=[N+](C)C)C.F[P-](F)(F)(F)(F)F.CCN(C(C)C)C(C)C. Product: [CH:1]1([CH2:7][N:8]2[C:12]([C:13]3[N:21]4[C:16]([CH:17]=[CH:18][CH:19]=[CH:20]4)=[C:15]([S:22]([N:25]4[CH2:26][CH2:27][CH2:28][CH2:29][CH2:30]4)(=[O:23])=[O:24])[CH:14]=3)=[CH:11][C:10]([C:31]([NH:41][CH2:40][C:36]3([CH3:35])[CH2:39][O:38][CH2:37]3)=[O:33])=[C:9]2[CH3:34])[CH2:2][CH2:3][CH2:4][CH2:5][CH2:6]1. The catalyst class is: 18. (2) Reactant: Cl[C:2]([O:4][C:5]1[CH:10]=[CH:9][CH:8]=[CH:7][CH:6]=1)=[O:3].N1C=CC=CC=1.C(Cl)Cl.[C:20]([O:24][C:25](=[O:34])[NH:26][CH:27]1[CH2:32][CH2:31][CH:30]([NH2:33])[CH2:29][CH2:28]1)([CH3:23])([CH3:22])[CH3:21]. Product: [C:5]1([O:4][C:2](=[O:3])[NH:33][CH:30]2[CH2:31][CH2:32][CH:27]([NH:26][C:25]([O:24][C:20]([CH3:23])([CH3:22])[CH3:21])=[O:34])[CH2:28][CH2:29]2)[CH:10]=[CH:9][CH:8]=[CH:7][CH:6]=1. The catalyst class is: 2. (3) Reactant: Br[C:2]1[CH:3]=[N:4][CH:5]=[C:6]([Br:8])[CH:7]=1.CC(C)([O-])C.[Na+].[NH:15]1[CH2:20][CH2:19][O:18][CH2:17][CH2:16]1. Product: [Br:8][C:6]1[CH:7]=[C:2]([N:15]2[CH2:20][CH2:19][O:18][CH2:17][CH2:16]2)[CH:3]=[N:4][CH:5]=1. The catalyst class is: 733. (4) Reactant: [Cl:1][C:2]1[CH:3]=[C:4]([N:13]([CH2:27][C:28]2[CH:33]=[CH:32][C:31]([O:34][CH3:35])=[CH:30][CH:29]=2)[C:14]2[CH:15]=[C:16]([CH:24]=[CH:25][CH:26]=2)[C:17]([O:19]C(C)(C)C)=[O:18])[C:5]2[N:6]([C:8]([C:11]#[N:12])=[CH:9][N:10]=2)[N:7]=1.II.O. Product: [Cl:1][C:2]1[CH:3]=[C:4]([N:13]([CH2:27][C:28]2[CH:29]=[CH:30][C:31]([O:34][CH3:35])=[CH:32][CH:33]=2)[C:14]2[CH:15]=[C:16]([CH:24]=[CH:25][CH:26]=2)[C:17]([OH:19])=[O:18])[C:5]2[N:6]([C:8]([C:11]#[N:12])=[CH:9][N:10]=2)[N:7]=1. The catalyst class is: 115. (5) Reactant: Cl.[NH:2]1[C:6]2[CH:7]=[CH:8][CH:9]=[CH:10][C:5]=2[N:4]=[C:3]1[NH:11][C:12]([C:14]1[N:15]=[CH:16][NH:17][C:18]=1[C:19]([NH:21][C:22]1[CH:27]=[CH:26][C:25]([O:28][CH:29]2[CH2:34][CH2:33][NH:32][CH2:31][CH2:30]2)=[CH:24][C:23]=1[Cl:35])=[O:20])=[O:13].C=O.[CH3:38]CN(C(C)C)C(C)C.ClCCl. Product: [NH:2]1[C:6]2[CH:7]=[CH:8][CH:9]=[CH:10][C:5]=2[N:4]=[C:3]1[NH:11][C:12]([C:14]1[N:15]=[CH:16][NH:17][C:18]=1[C:19]([NH:21][C:22]1[CH:27]=[CH:26][C:25]([O:28][CH:29]2[CH2:34][CH2:33][N:32]([CH3:38])[CH2:31][CH2:30]2)=[CH:24][C:23]=1[Cl:35])=[O:20])=[O:13]. The catalyst class is: 1. (6) Reactant: C[C:2]1([CH3:9])[O:6][C@@H:5]([CH2:7][OH:8])[CH2:4][O:3]1.[I:10][C:11]1[CH:18]=[CH:17]C(CBr)=[CH:13][CH:12]=1.[OH-].[K+].O. Product: [I:10][C:11]1[CH:18]=[CH:17][C:9]([CH2:2][O:3][CH2:4][C@H:5]([OH:6])[CH2:7][OH:8])=[CH:13][CH:12]=1. The catalyst class is: 11. (7) Product: [Cl:8][C:6]1[CH:7]=[C:2]2[C:3]([S:9](=[O:10])(=[O:11])[NH:12][C:13]3[C:14]2=[CH:15][C:16]([C:23]#[N:24])=[C:17]2[C:22]=3[N:21]=[CH:20][CH:19]=[CH:18]2)=[CH:4][CH:5]=1. The catalyst class is: 1. Reactant: N[C:2]1[CH:7]=[C:6]([Cl:8])[CH:5]=[CH:4][C:3]=1[S:9]([NH:12][C:13]1[CH:14]=[CH:15][C:16]([C:23]#[N:24])=[C:17]2[C:22]=1[N:21]=[CH:20][CH:19]=[CH:18]2)(=[O:11])=[O:10].N(OC(C)(C)C)=O.CC(O)=O. (8) Reactant: [OH:1][C:2]1[CH:7]=[CH:6][CH:5]=[C:4]([N+:8]([O-])=O)[C:3]=1[NH:11][C:12](=[O:18])[O:13][C:14]([CH3:17])([CH3:16])[CH3:15]. Product: [NH2:8][C:4]1[CH:5]=[CH:6][CH:7]=[C:2]([OH:1])[C:3]=1[NH:11][C:12](=[O:18])[O:13][C:14]([CH3:16])([CH3:15])[CH3:17]. The catalyst class is: 99. (9) Reactant: Br[C:2]1[CH:7]=[CH:6][C:5]([CH:8]2[NH:13][C:12](=[O:14])[N:11]([C:15]3[CH:20]=[CH:19][CH:18]=[C:17]([C:21]([F:24])([F:23])[F:22])[CH:16]=3)[C:10]3[CH2:25][CH2:26][C:27](=[O:28])[C:9]2=3)=[C:4]([S:29]([CH3:32])(=[O:31])=[O:30])[CH:3]=1.O.[CH3:34][N:35](C)C=O. Product: [O:14]=[C:12]1[N:11]([C:15]2[CH:20]=[CH:19][CH:18]=[C:17]([C:21]([F:24])([F:23])[F:22])[CH:16]=2)[C:10]2[CH2:25][CH2:26][C:27](=[O:28])[C:9]=2[CH:8]([C:5]2[CH:6]=[CH:7][C:2]([C:34]#[N:35])=[CH:3][C:4]=2[S:29]([CH3:32])(=[O:30])=[O:31])[NH:13]1. The catalyst class is: 507.